From a dataset of CYP2C9 inhibition data for predicting drug metabolism from PubChem BioAssay. Regression/Classification. Given a drug SMILES string, predict its absorption, distribution, metabolism, or excretion properties. Task type varies by dataset: regression for continuous measurements (e.g., permeability, clearance, half-life) or binary classification for categorical outcomes (e.g., BBB penetration, CYP inhibition). Dataset: cyp2c9_veith. (1) The drug is CCOC(=O)c1c(NC(=S)Nc2ccccc2)sc2c1CCN(CCc1ccccc1)C2. The result is 1 (inhibitor). (2) The drug is COc1ncc2ncc(=O)n(C3CC3)c2n1. The result is 0 (non-inhibitor). (3) The drug is Cc1nn2c3c(cnc2c1-c1ccccc1)C(=O)CC(c1ccccc1)C3. The result is 1 (inhibitor). (4) The molecule is FC(F)(F)c1ccc(N2CCOCC2)c(Nc2nc3ccccc3n3cnnc23)c1. The result is 1 (inhibitor). (5) The molecule is C[C@@]12CC3CC(N)(C1)C[C@](C)(C3)C2. The result is 0 (non-inhibitor).